From a dataset of Full USPTO retrosynthesis dataset with 1.9M reactions from patents (1976-2016). Predict the reactants needed to synthesize the given product. (1) Given the product [OH:27][C@@H:24]1[CH2:25][CH2:26][N:22]([C:3]2[C:2]([C:36]3[CH:37]=[N:38][O:39][CH:40]=3)=[CH:21][C:6]([C:7]([NH:9][C:10]3[CH:15]=[CH:14][C:13]([O:16][C:17]([F:20])([F:19])[F:18])=[CH:12][CH:11]=3)=[O:8])=[CH:5][N:4]=2)[CH2:23]1, predict the reactants needed to synthesize it. The reactants are: Br[C:2]1[C:3]([N:22]2[CH2:26][CH2:25][C@@H:24]([OH:27])[CH2:23]2)=[N:4][CH:5]=[C:6]([CH:21]=1)[C:7]([NH:9][C:10]1[CH:15]=[CH:14][C:13]([O:16][C:17]([F:20])([F:19])[F:18])=[CH:12][CH:11]=1)=[O:8].CC1(C)C(C)(C)OB([C:36]2[CH:37]=[N:38][O:39][CH:40]=2)O1. (2) The reactants are: C1C=CC(P(C2C=CC3C(=CC=CC=3)C=2C2C3C(=CC=CC=3)C=CC=2P(C2C=CC=CC=2)C2C=CC=CC=2)C2C=CC=CC=2)=CC=1.CC([O-])(C)C.[Na+].[CH2:53]([C:55]1[CH:56]([C:61]([O:63][CH2:64][CH3:65])=[O:62])[CH2:57][C:58](=[O:60])[CH:59]=1)[CH3:54].CC(O)(C)C. Given the product [CH2:53]([C@@H:55]1[CH2:59][C@H:58]([OH:60])[CH2:57][C@@H:56]1[C:61]([O:63][CH2:64][CH3:65])=[O:62])[CH3:54], predict the reactants needed to synthesize it. (3) Given the product [CH2:1]([CH:4]1[CH2:9][CH2:8][CH:7]([CH2:10][CH2:11][CH:12]2[CH2:13][O:14][C:16](=[S:17])[O:15]2)[CH2:6][CH2:5]1)[CH2:2][CH3:3], predict the reactants needed to synthesize it. The reactants are: [CH2:1]([CH:4]1[CH2:9][CH2:8][CH:7]([CH2:10][CH2:11][CH:12]([OH:15])[CH2:13][OH:14])[CH2:6][CH2:5]1)[CH2:2][CH3:3].[C:16](Cl)(Cl)=[S:17].C1C=CC=CC=1. (4) Given the product [CH3:10][C:4]1[O:3][N:25]=[CH:23][C:24]=1[C:16]([OH:15])=[O:21], predict the reactants needed to synthesize it. The reactants are: NC1[O:3][C:4]2[CH:10]=CC=CC=2N=1.CN1C[CH2:16][O:15]CC1.C1C[O:21]CC1.[C:23](#[N:25])[CH3:24].